From a dataset of Catalyst prediction with 721,799 reactions and 888 catalyst types from USPTO. Predict which catalyst facilitates the given reaction. (1) Reactant: Br[C:2]1[CH:3]=[C:4]2[C:9](=[CH:10][CH:11]=1)[N:8]([CH:12]1[CH2:17][CH2:16][O:15][CH2:14][CH2:13]1)[C:7](=[O:18])[N:6]([CH2:19][C:20]1[CH:25]=[CH:24][C:23]([O:26][CH3:27])=[C:22]([O:28][CH3:29])[CH:21]=1)[C:5]2=[O:30].[CH2:31]([O:38][CH:39]1[CH2:42][NH:41][CH2:40]1)[C:32]1[CH:37]=[CH:36][CH:35]=[CH:34][CH:33]=1.CC(C)([O-])C.[Na+].C(P(CCCC)CCCC)CCC. Product: [CH2:31]([O:38][CH:39]1[CH2:40][N:41]([C:2]2[CH:3]=[C:4]3[C:9](=[CH:10][CH:11]=2)[N:8]([CH:12]2[CH2:17][CH2:16][O:15][CH2:14][CH2:13]2)[C:7](=[O:18])[N:6]([CH2:19][C:20]2[CH:25]=[CH:24][C:23]([O:26][CH3:27])=[C:22]([O:28][CH3:29])[CH:21]=2)[C:5]3=[O:30])[CH2:42]1)[C:32]1[CH:33]=[CH:34][CH:35]=[CH:36][CH:37]=1. The catalyst class is: 274. (2) The catalyst class is: 61. Product: [CH:25]([C:28]1[CH:29]=[C:30]([CH:33]=[CH:34][CH:35]=1)[CH2:31][NH:2][C@@H:3]1[C@@H:8]([OH:9])[C@H:7]([CH2:10][C:11]2[CH:16]=[CH:15][C:14]([O:17][CH3:18])=[C:13]([CH2:19][CH2:20][O:21][CH3:22])[CH:12]=2)[CH2:6][S:5](=[O:24])(=[O:23])[CH2:4]1)([CH3:27])[CH3:26]. Reactant: Cl.[NH2:2][C@@H:3]1[C@@H:8]([OH:9])[C@H:7]([CH2:10][C:11]2[CH:16]=[CH:15][C:14]([O:17][CH3:18])=[C:13]([CH2:19][CH2:20][O:21][CH3:22])[CH:12]=2)[CH2:6][S:5](=[O:24])(=[O:23])[CH2:4]1.[CH:25]([C:28]1[CH:29]=[C:30]([CH:33]=[CH:34][CH:35]=1)[CH:31]=O)([CH3:27])[CH3:26]. (3) Reactant: [OH-].[Na+].CN(C)C=[CH:6][C:7]([C:9]1[S:13][C:12]([N:14]=[CH:15]N(C)C)=[N:11][C:10]=1[CH3:19])=O.[NH2:21][C:22]([NH2:24])=[S:23].[CH3:25]I. Product: [CH3:6][C:7]1[N:21]=[C:22]([NH2:24])[S:23][C:9]=1[C:10]1[CH:19]=[CH:15][N:14]=[C:12]([S:13][CH3:25])[N:11]=1. The catalyst class is: 40. (4) Product: [C:3]([C:5]1[CH:27]=[CH:26][C:8]2[O:9][C:10]([CH3:25])=[C:11]([CH2:12][C:13]3[CH:18]=[CH:17][C:16]([C:19]4[CH:24]=[CH:23][CH:22]=[CH:21][CH:20]=4)=[CH:15][CH:14]=3)[C:7]=2[CH:6]=1)([OH:4])=[O:2]. Reactant: C[O:2][C:3]([C:5]1[CH:27]=[CH:26][C:8]2[O:9][C:10]([CH3:25])=[C:11]([CH2:12][C:13]3[CH:18]=[CH:17][C:16]([C:19]4[CH:24]=[CH:23][CH:22]=[CH:21][CH:20]=4)=[CH:15][CH:14]=3)[C:7]=2[CH:6]=1)=[O:4].[OH-].[Na+].CO. The catalyst class is: 7. (5) Reactant: CC(OC([N:8]([CH2:26][CH3:27])[C@H:9]1[CH2:13][CH2:12][N:11]([C:14]2[C:19]([C:20]([O:22][CH:23]([CH3:25])[CH3:24])=[O:21])=[CH:18][CH:17]=[CH:16][N:15]=2)[CH2:10]1)=O)(C)C.C(O)(C(F)(F)F)=O.C([O-])(O)=O.[Na+]. Product: [CH2:26]([NH:8][C@H:9]1[CH2:13][CH2:12][N:11]([C:14]2[C:19]([C:20]([O:22][CH:23]([CH3:24])[CH3:25])=[O:21])=[CH:18][CH:17]=[CH:16][N:15]=2)[CH2:10]1)[CH3:27]. The catalyst class is: 4. (6) Reactant: [F:1][C:2]1[CH:3]=[CH:4][C:5]2[NH:10]C(=O)[O:8][C:7](=O)[C:6]=2[CH:13]=1.[CH3:14][NH2:15]. Product: [NH2:10][C:5]1[CH:4]=[CH:3][C:2]([F:1])=[CH:13][C:6]=1[C:7]([NH:15][CH3:14])=[O:8]. The catalyst class is: 7. (7) Reactant: [NH2:1][C:2]1[C:3]([C:7]([NH:9][CH2:10][CH:11]([CH3:13])[CH3:12])=[NH:8])=[N:4][O:5][N:6]=1.Cl[CH2:15][C:16](=O)[CH3:17].C(=O)([O-])[O-].[K+].[K+]. Product: [CH2:10]([N:9]1[CH:15]=[C:16]([CH3:17])[N:8]=[C:7]1[C:3]1[C:2]([NH2:1])=[N:6][O:5][N:4]=1)[CH:11]([CH3:13])[CH3:12]. The catalyst class is: 3. (8) Reactant: [CH3:1][CH:2]([CH2:4][C@H:5]([NH:9][C:10]([O:12][CH2:13][C:14]1[CH:19]=[CH:18][CH:17]=[CH:16][CH:15]=1)=[O:11])[C:6]([OH:8])=[O:7])[CH3:3].[NH2:20][C@H:21]([C:26]([OH:28])=[O:27])[CH2:22][CH:23]([CH3:25])[CH3:24].CN(OC)[C:31](=[O:38])[C@H:32]([CH2:34][CH:35]([CH3:37])[CH3:36])[NH2:33].[H-].[Al+3].[Li+].[H-].[H-].[H-].S(=O)(=O)(O)[O-].[K+]. Product: [CH3:3][CH:2]([CH2:4][C@H:5]([NH:9][C:10]([O:12][CH2:13][C:14]1[CH:15]=[CH:16][CH:17]=[CH:18][CH:19]=1)=[O:11])[C:6]([OH:8])=[O:7])[CH3:1].[NH2:20][C@H:21]([C:26]([OH:28])=[O:27])[CH2:22][CH:23]([CH3:25])[CH3:24].[NH2:33][C@H:32]([CH:31]=[O:38])[CH2:34][CH:35]([CH3:37])[CH3:36]. The catalyst class is: 30.